Dataset: Full USPTO retrosynthesis dataset with 1.9M reactions from patents (1976-2016). Task: Predict the reactants needed to synthesize the given product. (1) Given the product [Br:24][C:4]1[CH:5]=[C:6]2[N:12]([CH3:23])[C:13](=[O:22])[N:14]([CH3:15])[C:7]2=[N:8][CH:9]=1, predict the reactants needed to synthesize it. The reactants are: BrC1C=C[C:9]2[N:8]=[CH:7][C:6]3[N:12]([CH3:23])[C:13](=[O:22])[N:14]([C:15]4C(C)=NN(C)C=4)[C:5]=3[C:4]=2C=1.[Br:24]C1C=C([N+]([O-])=O)C(OC)=NC=1. (2) Given the product [CH2:2]([O:4][C:5]1[CH:6]=[CH:7][C:8]([CH:9]=[C:42]2[CH2:47][CH2:46][CH2:45][CH:44]([C:48]([O:50][CH2:51][C:52]3[CH:53]=[CH:54][CH:55]=[CH:56][CH:57]=3)=[O:49])[CH2:43]2)=[CH:29][CH:30]=1)[CH3:3], predict the reactants needed to synthesize it. The reactants are: [Br-].[CH2:2]([O:4][C:5]1[CH:30]=[CH:29][C:8]([CH2:9][P+](C2C=CC=CC=2)(C2C=CC=CC=2)C2C=CC=CC=2)=[CH:7][CH:6]=1)[CH3:3].C[Si]([N-][Si](C)(C)C)(C)C.[Na+].O=[C:42]1[CH2:47][CH2:46][CH2:45][CH:44]([C:48]([O:50][CH2:51][C:52]2[CH:57]=[CH:56][CH:55]=[CH:54][CH:53]=2)=[O:49])[CH2:43]1.C(OCC)(=O)C. (3) The reactants are: [C:1]1([C:36]2[CH:41]=[CH:40][CH:39]=[CH:38][CH:37]=2)[CH:6]=[CH:5][C:4]([C@@:7]23[CH2:26][N:19]([C@H:20]([C:22]([O:24]C)=[O:23])[CH2:21]2)[C:18](=[O:27])[C@@H:17]([NH:28][C:29]([O:31][C:32]([CH3:35])([CH3:34])[CH3:33])=[O:30])[CH2:16][CH2:15][CH2:14][CH2:13][CH2:12][CH:11]=[CH:10][CH2:9][S:8]3)=[CH:3][CH:2]=1.O.[OH-].[Li+]. Given the product [C:1]1([C:36]2[CH:37]=[CH:38][CH:39]=[CH:40][CH:41]=2)[CH:6]=[CH:5][C:4]([C@@:7]23[CH2:26][N:19]([C@H:20]([C:22]([OH:24])=[O:23])[CH2:21]2)[C:18](=[O:27])[C@@H:17]([NH:28][C:29]([O:31][C:32]([CH3:33])([CH3:34])[CH3:35])=[O:30])[CH2:16][CH2:15][CH2:14][CH2:13][CH2:12][CH:11]=[CH:10][CH2:9][S:8]3)=[CH:3][CH:2]=1, predict the reactants needed to synthesize it. (4) Given the product [CH3:4][O:5][C:6]1[CH:7]=[C:8]([CH2:14][CH2:15][NH:16][C:17]2[N:22]=[C:21]([C:23]3[CH:24]=[C:25]([CH:31]=[CH:32][CH:33]=3)[C:26]([OH:28])=[O:27])[CH:20]=[CH:19][N:18]=2)[CH:9]=[CH:10][C:11]=1[O:12][CH3:13], predict the reactants needed to synthesize it. The reactants are: O.[OH-].[Li+].[CH3:4][O:5][C:6]1[CH:7]=[C:8]([CH2:14][CH2:15][NH:16][C:17]2[N:22]=[C:21]([C:23]3[CH:24]=[C:25]([CH:31]=[CH:32][CH:33]=3)[C:26]([O:28]CC)=[O:27])[CH:20]=[CH:19][N:18]=2)[CH:9]=[CH:10][C:11]=1[O:12][CH3:13]. (5) Given the product [C:18]1([S:24]([C:27]2[C:28]([CH2:35][CH2:36][C:37]([OH:39])=[O:38])=[C:29](/[CH:33]=[C:10]3\[C:11](=[O:17])[NH:12][C:13]4[C:9]\3=[C:8]([C:4]3[CH:5]=[CH:6][CH:7]=[C:2]([F:1])[CH:3]=3)[CH:16]=[CH:15][CH:14]=4)[NH:30][C:31]=2[CH3:32])(=[O:25])=[O:26])[CH:19]=[CH:20][CH:21]=[CH:22][CH:23]=1, predict the reactants needed to synthesize it. The reactants are: [F:1][C:2]1[CH:3]=[C:4]([C:8]2[CH:16]=[CH:15][CH:14]=[C:13]3[C:9]=2[CH2:10][C:11](=[O:17])[NH:12]3)[CH:5]=[CH:6][CH:7]=1.[C:18]1([S:24]([C:27]2[C:28]([CH2:35][CH2:36][C:37]([OH:39])=[O:38])=[C:29]([CH:33]=O)[NH:30][C:31]=2[CH3:32])(=[O:26])=[O:25])[CH:23]=[CH:22][CH:21]=[CH:20][CH:19]=1.CC(O/N=C(/C(NCC=O)=O)\C1N=C(N)SC=1)(C(O)=O)C.N1CCCCC1. (6) Given the product [C:13]([O:9][C:8]([C:5]1[C:4]([Cl:11])=[CH:3][C:2]([Br:1])=[CH:7][N:6]=1)=[O:10])([CH3:15])([CH3:14])[CH3:12], predict the reactants needed to synthesize it. The reactants are: [Br:1][C:2]1[CH:3]=[C:4]([Cl:11])[C:5]([C:8]([OH:10])=[O:9])=[N:6][CH:7]=1.[CH3:12][C:13](OC(OC(O[C:13]([CH3:15])([CH3:14])[CH3:12])=O)=O)([CH3:15])[CH3:14].C(=O)(O)[O-].[Na+]. (7) Given the product [C:1]([O:6][C@@H:7]1[C@@H:15]([CH2:16][CH2:17][CH2:18][CH2:19][CH2:20][CH2:21][CH3:22])[C:14](=[O:23])[O:13][CH2:12][C@H:11]([NH:24][C:25](=[O:35])[C:26]2[C:31]([OH:32])=[C:30]([O:33][CH3:34])[CH:29]=[CH:28][N:27]=2)[C:10](=[O:36])[O:9][C@H:8]1[CH3:37])(=[O:5])[CH:2]([CH3:4])[CH3:3], predict the reactants needed to synthesize it. The reactants are: [C:1]([O:6][C@@H:7]1[C@@H:15]([CH2:16]/[CH:17]=[CH:18]/[CH2:19][CH2:20][CH2:21][CH3:22])[C:14](=[O:23])[O:13][CH2:12][C@H:11]([NH:24][C:25](=[O:35])[C:26]2[C:31]([OH:32])=[C:30]([O:33][CH3:34])[CH:29]=[CH:28][N:27]=2)[C:10](=[O:36])[O:9][C@H:8]1[CH3:37])(=[O:5])[CH:2]([CH3:4])[CH3:3].